From a dataset of Forward reaction prediction with 1.9M reactions from USPTO patents (1976-2016). Predict the product of the given reaction. (1) Given the reactants C([NH:5][S:6]([C:9]1[S:10][C:11]([C:14]2[CH:19]=[CH:18][CH:17]=[C:16]([C:20]3[N:25]=[C:24]([C:26]([F:29])([F:28])[F:27])[CH:23]=[C:22]([C:30]4[CH:35]=[CH:34][C:33]([C:36]([F:39])([F:38])[F:37])=[CH:32][C:31]=4[F:40])[N:21]=3)[CH:15]=2)=[CH:12][CH:13]=1)(=[O:8])=[O:7])(C)(C)C.C(O)(C(F)(F)F)=O, predict the reaction product. The product is: [F:40][C:31]1[CH:32]=[C:33]([C:36]([F:39])([F:38])[F:37])[CH:34]=[CH:35][C:30]=1[C:22]1[CH:23]=[C:24]([C:26]([F:29])([F:27])[F:28])[N:25]=[C:20]([C:16]2[CH:15]=[C:14]([C:11]3[S:10][C:9]([S:6]([NH2:5])(=[O:7])=[O:8])=[CH:13][CH:12]=3)[CH:19]=[CH:18][CH:17]=2)[N:21]=1. (2) Given the reactants [F:1][C:2]1[CH:7]=[CH:6][C:5]([C:8]#[C:9][C:10]([OH:12])=O)=[CH:4][CH:3]=1.[Cl:13][C:14]1[CH:15]=[CH:16][C:17]([CH3:26])=[C:18]([N:20]2[CH2:25][CH2:24][NH:23][CH2:22][CH2:21]2)[CH:19]=1.CCN(CC)CC.C(P1(=O)OP(CCC)(=O)OP(CCC)(=O)O1)CC, predict the reaction product. The product is: [Cl:13][C:14]1[CH:15]=[CH:16][C:17]([CH3:26])=[C:18]([N:20]2[CH2:21][CH2:22][N:23]([C:10](=[O:12])[C:9]#[C:8][C:5]3[CH:4]=[CH:3][C:2]([F:1])=[CH:7][CH:6]=3)[CH2:24][CH2:25]2)[CH:19]=1.